Dataset: Forward reaction prediction with 1.9M reactions from USPTO patents (1976-2016). Task: Predict the product of the given reaction. (1) Given the reactants [NH:1]1[C:9]2[C:4](=[CH:5][CH:6]=[C:7]([NH:10][C:11]3[N:12]=[C:13]([NH:20][CH:21]4[CH2:26][CH2:25][N:24](C(OC(C)(C)C)=O)[CH2:23][CH2:22]4)[C:14]4[CH:19]=[CH:18][NH:17][C:15]=4[N:16]=3)[CH:8]=2)[CH:3]=[N:2]1, predict the reaction product. The product is: [NH:1]1[C:9]2[C:4](=[CH:5][CH:6]=[C:7]([NH:10][C:11]3[N:12]=[C:13]([NH:20][CH:21]4[CH2:26][CH2:25][NH:24][CH2:23][CH2:22]4)[C:14]4[CH:19]=[CH:18][NH:17][C:15]=4[N:16]=3)[CH:8]=2)[CH:3]=[N:2]1. (2) Given the reactants [C:1]([C:3]1[CH:4]=[C:5]([C:12]([O:14][C:15]([CH3:18])([CH3:17])[CH3:16])=[O:13])[S:6][C:7]=1S(C)(=O)=O)#[N:2].O.[NH2:20][NH2:21], predict the reaction product. The product is: [C:1]([C:3]1[CH:4]=[C:5]([C:12]([O:14][C:15]([CH3:18])([CH3:17])[CH3:16])=[O:13])[S:6][C:7]=1[NH:20][NH2:21])#[N:2]. (3) Given the reactants C1(P(C2C=CC=CC=2)C2C=CC=CC=2)C=CC=CC=1.[N:20]([CH2:23][C:24]1[C:25]([Cl:30])=[N:26][CH:27]=[CH:28][CH:29]=1)=[N+]=[N-].[OH-].[Na+].Cl, predict the reaction product. The product is: [NH2:20][CH2:23][C:24]1[C:25]([Cl:30])=[N:26][CH:27]=[CH:28][CH:29]=1. (4) Given the reactants [CH3:1][N:2]([CH3:12])[C:3]1[CH:11]=[C:6]2[CH:7]=[CH:8][CH:9]=[CH:10][N:5]2[N:4]=1.[C:13](Cl)(=[O:17])[CH:14]([CH3:16])[CH3:15].[Al+3].[Cl-].[Cl-].[Cl-], predict the reaction product. The product is: [CH3:1][N:2]([CH3:12])[C:3]1[C:11]([C:13](=[O:17])[CH:14]([CH3:16])[CH3:15])=[C:6]2[CH:7]=[CH:8][CH:9]=[CH:10][N:5]2[N:4]=1.